Predict the product of the given reaction. From a dataset of Forward reaction prediction with 1.9M reactions from USPTO patents (1976-2016). Given the reactants [CH2:1]=O.[NH:3]([CH3:5])[CH3:4].CO.[CH3:8][O:9][C:10]1[CH:18]=[C:17]2[C:13]([CH:14]=[CH:15][N:16]2[S:19]([C:22]2[CH:27]=[CH:26][CH:25]=[CH:24][CH:23]=2)(=[O:21])=[O:20])=[CH:12][C:11]=1[OH:28], predict the reaction product. The product is: [CH3:4][N:3]([CH2:1][C:12]1[C:11]([OH:28])=[C:10]([O:9][CH3:8])[CH:18]=[C:17]2[C:13]=1[CH:14]=[CH:15][N:16]2[S:19]([C:22]1[CH:27]=[CH:26][CH:25]=[CH:24][CH:23]=1)(=[O:21])=[O:20])[CH3:5].